This data is from Reaction yield outcomes from USPTO patents with 853,638 reactions. The task is: Predict the reaction yield, written as a fraction of the theoretical maximum amount of product (1.0 means a 100% yield; for example, 0.34 means a 34% yield). (1) The reactants are Br[C:2]1[C:3]([F:28])=[C:4]([N:8]2[CH:13]=[C:12]([O:14][CH3:15])[C:11](=[O:16])[C:10]([C:17]3[N:21]([C:22]4[CH:27]=[CH:26][CH:25]=[CH:24][CH:23]=4)[N:20]=[CH:19][CH:18]=3)=[N:9]2)[CH:5]=[CH:6][CH:7]=1.CC1(C)C(C)(C)OB([C:37]2[CH2:38][CH2:39][O:40][CH2:41][CH:42]=2)O1.C([O-])([O-])=O.[Na+].[Na+]. The catalyst is COCCOC.O.C([O-])(O)=O.[Na+].C1C=CC([P]([Pd]([P](C2C=CC=CC=2)(C2C=CC=CC=2)C2C=CC=CC=2)([P](C2C=CC=CC=2)(C2C=CC=CC=2)C2C=CC=CC=2)[P](C2C=CC=CC=2)(C2C=CC=CC=2)C2C=CC=CC=2)(C2C=CC=CC=2)C2C=CC=CC=2)=CC=1. The product is [O:40]1[CH2:39][CH:38]=[C:37]([C:2]2[C:3]([F:28])=[C:4]([N:8]3[CH:13]=[C:12]([O:14][CH3:15])[C:11](=[O:16])[C:10]([C:17]4[N:21]([C:22]5[CH:27]=[CH:26][CH:25]=[CH:24][CH:23]=5)[N:20]=[CH:19][CH:18]=4)=[N:9]3)[CH:5]=[CH:6][CH:7]=2)[CH2:42][CH2:41]1. The yield is 0.850. (2) The reactants are [N:1]1([C:7]2[CH:15]=[CH:14][CH:13]=[C:12]3[C:8]=2[CH:9]=[CH:10][NH:11]3)[CH2:6][CH2:5][NH:4][CH2:3][CH2:2]1.I[CH2:17][CH2:18][CH:19]1[CH2:27][C:26]2[C:21](=[CH:22][CH:23]=[CH:24][CH:25]=2)[CH2:20]1.C([O-])([O-])=O.[K+].[K+].C(C(C)=O)C(C)C. The catalyst is CN1CCCC1=O. The product is [CH2:20]1[C:21]2[C:26](=[CH:25][CH:24]=[CH:23][CH:22]=2)[CH2:27][CH:19]1[CH2:18][CH2:17][N:4]1[CH2:3][CH2:2][N:1]([C:7]2[CH:15]=[CH:14][CH:13]=[C:12]3[C:8]=2[CH:9]=[CH:10][NH:11]3)[CH2:6][CH2:5]1. The yield is 0.470.